From a dataset of TCR-epitope binding with 47,182 pairs between 192 epitopes and 23,139 TCRs. Binary Classification. Given a T-cell receptor sequence (or CDR3 region) and an epitope sequence, predict whether binding occurs between them. (1) The epitope is HTTDPSFLGRY. The TCR CDR3 sequence is CASSLTAKQFF. Result: 1 (the TCR binds to the epitope). (2) The epitope is TLIGDCATV. Result: 1 (the TCR binds to the epitope). The TCR CDR3 sequence is CASSPRTLSTDTQYF. (3) The epitope is LPRRSGAAGA. The TCR CDR3 sequence is CASSFQDMNTEAFF. Result: 0 (the TCR does not bind to the epitope). (4) The epitope is GLCTLVAML. Result: 0 (the TCR does not bind to the epitope). The TCR CDR3 sequence is CASSQGMGQPQHF. (5) The epitope is FPPTSFGPL. The TCR CDR3 sequence is CASSGSGFSTDTQYF. Result: 1 (the TCR binds to the epitope). (6) The epitope is ISDYDYYRY. The TCR CDR3 sequence is CASSGTGAQNTEAFF. Result: 0 (the TCR does not bind to the epitope). (7) The epitope is ALSKGVHFV. The TCR CDR3 sequence is CASSRADREYEQYF. Result: 0 (the TCR does not bind to the epitope). (8) The epitope is SEVGPEHSLAEY. The TCR CDR3 sequence is CASSGGATNEKLFF. Result: 0 (the TCR does not bind to the epitope).